This data is from Full USPTO retrosynthesis dataset with 1.9M reactions from patents (1976-2016). The task is: Predict the reactants needed to synthesize the given product. (1) Given the product [N+:1]([C:4]1[CH:5]=[CH:6][N:7]([C:21]2[NH:20][C:19](=[O:32])[C:18]([O:17][C:16]3[CH:33]=[CH:34][C:35]([Cl:36])=[C:14]([Cl:13])[CH:15]=3)=[C:23]([C:24]([F:25])([F:27])[F:26])[N:22]=2)[N:8]=1)([O-:3])=[O:2], predict the reactants needed to synthesize it. The reactants are: [N+:1]([C:4]1[NH:8][N:7]=[CH:6][CH:5]=1)([O-:3])=[O:2].C(O)(=O)C.[Cl:13][C:14]1[CH:15]=[C:16]([CH:33]=[CH:34][C:35]=1[Cl:36])[O:17][C:18]1[C:19](=[O:32])[NH:20][C:21](S(C)(=O)=O)=[N:22][C:23]=1[C:24]([F:27])([F:26])[F:25]. (2) Given the product [CH2:46]([N:14]1[CH2:15][C@@H:16]([NH:19][C:20]([N:22]2[CH2:27][CH2:26][CH:25]([N:28]3[CH:32]=[C:31]([C:33]4[CH:34]=[CH:35][CH:36]=[CH:37][CH:38]=4)[NH:30][C:29]3=[O:39])[CH2:24][CH2:23]2)=[O:21])[C:17](=[O:18])[N:11]([CH2:10][CH:7]2[CH2:9][CH2:8]2)[CH2:12][C@@H:13]1[C:40]1[CH:45]=[CH:44][CH:43]=[CH:42][CH:41]=1)[C:47]1[CH:52]=[CH:51][CH:50]=[CH:49][CH:48]=1, predict the reactants needed to synthesize it. The reactants are: C(=O)([O-])[O-].[K+].[K+].[CH:7]1([CH2:10][N:11]2[C:17](=[O:18])[C@@H:16]([NH:19][C:20]([N:22]3[CH2:27][CH2:26][CH:25]([N:28]4[CH:32]=[C:31]([C:33]5[CH:38]=[CH:37][CH:36]=[CH:35][CH:34]=5)[NH:30][C:29]4=[O:39])[CH2:24][CH2:23]3)=[O:21])[CH2:15][NH:14][C@H:13]([C:40]3[CH:45]=[CH:44][CH:43]=[CH:42][CH:41]=3)[CH2:12]2)[CH2:9][CH2:8]1.[CH2:46](Br)[C:47]1[CH:52]=[CH:51][CH:50]=[CH:49][CH:48]=1. (3) Given the product [O:1]1[CH2:6][CH2:5][CH:4]([C:7]2[S:22][C:29]([NH2:30])=[N:28][CH:8]=2)[CH2:3][CH2:2]1, predict the reactants needed to synthesize it. The reactants are: [O:1]1[CH2:6][CH2:5][CH:4]([CH2:7][CH:8]=O)[CH2:3][CH2:2]1.N1CCCC1.O.C1(C)C=CC([S:22](O)(=O)=O)=CC=1.[S].[N:28]#[C:29][NH2:30]. (4) Given the product [Cl:1][C:2]1[C:7]([C:8]([OH:10])=[O:9])=[C:6]([F:18])[C:5]([NH:19][S:20]([CH2:23][CH2:24][CH2:25][O:26][C:27]2[CH:28]=[CH:29][C:30]([O:33][CH3:34])=[CH:31][CH:32]=2)(=[O:22])=[O:21])=[CH:4][CH:3]=1, predict the reactants needed to synthesize it. The reactants are: [Cl:1][C:2]1[C:7]([C:8]([O:10]CC2C=CC=CC=2)=[O:9])=[C:6]([F:18])[C:5]([N:19](S(CCCOC2C=CC(OC)=CC=2)(=O)=O)[S:20]([CH2:23][CH2:24][CH2:25][O:26][C:27]2[CH:32]=[CH:31][C:30]([O:33][CH3:34])=[CH:29][CH:28]=2)(=[O:22])=[O:21])=[CH:4][CH:3]=1.[OH-].[K+].